From a dataset of Forward reaction prediction with 1.9M reactions from USPTO patents (1976-2016). Predict the product of the given reaction. (1) Given the reactants [CH2:1]([O:8][CH2:9][C:10]([C:12]1[CH:20]=[CH:19][C:18]([O:21][CH3:22])=[CH:17][C:13]=1[C:14](O)=[O:15])=O)[C:2]1[CH:7]=[CH:6][CH:5]=[CH:4][CH:3]=1.O.[NH2:24][NH2:25], predict the reaction product. The product is: [CH2:1]([O:8][CH2:9][C:10]1[C:12]2[C:13](=[CH:17][C:18]([O:21][CH3:22])=[CH:19][CH:20]=2)[C:14](=[O:15])[NH:25][N:24]=1)[C:2]1[CH:7]=[CH:6][CH:5]=[CH:4][CH:3]=1. (2) Given the reactants C(OC([N:8]1[CH2:11][CH:10]([C:12]([OH:14])=[O:13])[CH2:9]1)=O)(C)(C)C.[ClH:15].O1CCOC[CH2:17]1, predict the reaction product. The product is: [ClH:15].[CH3:17][O:14][C:12]([CH:10]1[CH2:9][NH:8][CH2:11]1)=[O:13].